This data is from Forward reaction prediction with 1.9M reactions from USPTO patents (1976-2016). The task is: Predict the product of the given reaction. (1) The product is: [CH2:1]([N:8]1[CH2:9][CH2:10][N:11]([C:25]([O:27][C:28]([CH3:31])([CH3:30])[CH3:29])=[O:26])[CH2:14]1)[C:2]1[CH:7]=[CH:6][CH:5]=[CH:4][CH:3]=1. Given the reactants [CH2:1]([NH:8][CH2:9][CH2:10][NH2:11])[C:2]1[CH:7]=[CH:6][CH:5]=[CH:4][CH:3]=1.C=O.[C:14](=O)(O)[O-].[Na+].S([O-])([O-])(=O)=O.[Mg+2].[C:25](O[C:25]([O:27][C:28]([CH3:31])([CH3:30])[CH3:29])=[O:26])([O:27][C:28]([CH3:31])([CH3:30])[CH3:29])=[O:26], predict the reaction product. (2) The product is: [I:1][C:2]1[CH:9]=[CH:8][C:5]([CH2:6][NH:7][C:16](=[O:18])[CH3:17])=[CH:4][CH:3]=1. Given the reactants [I:1][C:2]1[CH:9]=[CH:8][C:5]([CH2:6][NH2:7])=[CH:4][CH:3]=1.N1C=CC=CC=1.[C:16](OC(=O)C)(=[O:18])[CH3:17], predict the reaction product. (3) Given the reactants [C:1]([O:4][C:5]1[CH:13]=[CH:12][C:11]([C:14](=[O:22])[CH2:15][CH2:16][CH2:17][CH2:18][CH2:19][CH2:20][CH3:21])=[CH:10][C:6]=1[C:7](O)=[O:8])(=[O:3])[CH3:2].S(Cl)([Cl:25])=O, predict the reaction product. The product is: [C:1]([O:4][C:5]1[CH:13]=[CH:12][C:11]([C:14](=[O:22])[CH2:15][CH2:16][CH2:17][CH2:18][CH2:19][CH2:20][CH3:21])=[CH:10][C:6]=1[C:7]([Cl:25])=[O:8])(=[O:3])[CH3:2]. (4) The product is: [Cl:14][C:11]1[CH:12]=[CH:13][C:8]([C:7]2[CH:6]=[CH:5][N:4]3[C:15](=[O:30])[N:16]([CH2:18][C:19]4[C:20]([CH3:29])=[N:21][C:22]([C:25]([F:27])([F:28])[F:26])=[CH:23][CH:24]=4)[N:17]=[C:3]3[C:2]=2[C:39]2[CH:44]=[CH:43][C:42]([CH2:45][C:46]#[N:47])=[CH:41][CH:40]=2)=[CH:9][CH:10]=1. Given the reactants Br[C:2]1[C:3]2[N:4]([C:15](=[O:30])[N:16]([CH2:18][C:19]3[C:20]([CH3:29])=[N:21][C:22]([C:25]([F:28])([F:27])[F:26])=[CH:23][CH:24]=3)[N:17]=2)[CH:5]=[CH:6][C:7]=1[C:8]1[CH:13]=[CH:12][C:11]([Cl:14])=[CH:10][CH:9]=1.CC1(C)C(C)(C)OB([C:39]2[CH:44]=[CH:43][C:42]([CH2:45][C:46]#[N:47])=[CH:41][CH:40]=2)O1.C(Cl)Cl.[O-]P([O-])([O-])=O.[K+].[K+].[K+], predict the reaction product. (5) Given the reactants C([N:3](CC)CC)C.[Cl:8][CH2:9][C:10](Cl)=[O:11].[Cl:13][C:14]1[CH:39]=[CH:38][C:17]2[N:18]3[C:22]([CH2:23][NH:24][CH2:25][C:16]=2[CH:15]=1)=[N:21][N:20]=[C:19]3[CH:26]1[CH2:31][CH2:30][N:29]([C:32]2[CH:37]=[CH:36][CH:35]=[CH:34][N:33]=2)[CH2:28][CH2:27]1, predict the reaction product. The product is: [NH3:3].[Cl:8][CH2:9][C:10]([N:24]1[CH2:23][C:22]2[N:18]([C:19]([CH:26]3[CH2:31][CH2:30][N:29]([C:32]4[CH:37]=[CH:36][CH:35]=[CH:34][N:33]=4)[CH2:28][CH2:27]3)=[N:20][N:21]=2)[C:17]2[CH:38]=[CH:39][C:14]([Cl:13])=[CH:15][C:16]=2[CH2:25]1)=[O:11]. (6) Given the reactants [Cl:1][C:2]1[CH:3]=[CH:4][C:5]([CH2:8][O:9][C:10]2[CH:15]=[CH:14][N:13]([C:16]3[CH:17]=[N:18][C:19](F)=[CH:20][CH:21]=3)[C:12](=[O:23])[CH:11]=2)=[N:6][CH:7]=1.[CH3:24][N:25]1[CH2:30][CH2:29][NH:28][CH2:27][CH2:26]1.C([O-])([O-])=O.[K+].[K+], predict the reaction product. The product is: [Cl:1][C:2]1[CH:3]=[CH:4][C:5]([CH2:8][O:9][C:10]2[CH:15]=[CH:14][N:13]([C:16]3[CH:17]=[N:18][C:19]([N:28]4[CH2:29][CH2:30][N:25]([CH3:24])[CH2:26][CH2:27]4)=[CH:20][CH:21]=3)[C:12](=[O:23])[CH:11]=2)=[N:6][CH:7]=1. (7) The product is: [C:7]([N:15]([CH2:17][NH:1][CH2:2][P:3](=[O:6])([CH3:5])[CH3:4])[OH:16])(=[O:14])[C:8]1[CH:13]=[CH:12][CH:11]=[CH:10][CH:9]=1. Given the reactants [NH2:1][CH2:2][P:3](=[O:6])([CH3:5])[CH3:4].[C:7]([NH:15][OH:16])(=[O:14])[C:8]1[CH:13]=[CH:12][CH:11]=[CH:10][CH:9]=1.[CH2:17]=O, predict the reaction product.